From a dataset of Full USPTO retrosynthesis dataset with 1.9M reactions from patents (1976-2016). Predict the reactants needed to synthesize the given product. (1) Given the product [CH3:30][N:16]([CH3:15])[CH2:17]/[CH:18]=[CH:19]/[C:20]1[C:25]([O:26][CH2:27][CH2:28][O:29][C:2]2[C:7]([N:8]3[CH2:13][CH2:12][NH:11][CH2:10][C@H:9]3[CH3:14])=[N:6][CH:5]=[CH:4][N:3]=2)=[CH:24][CH:23]=[CH:22][N:21]=1, predict the reactants needed to synthesize it. The reactants are: Cl[C:2]1[C:7]([N:8]2[CH2:13][CH2:12][NH:11][CH2:10][C@H:9]2[CH3:14])=[N:6][CH:5]=[CH:4][N:3]=1.[CH3:15][N:16]([CH3:30])[CH2:17]/[CH:18]=[CH:19]/[C:20]1[C:25]([O:26][CH2:27][CH2:28][OH:29])=[CH:24][CH:23]=[CH:22][N:21]=1. (2) Given the product [CH2:1]([N:8]1[CH2:12][C@@H:11]([O:13][Si:31]([C:27]([CH3:30])([CH3:29])[CH3:28])([CH3:33])[CH3:32])[C@H:10]([NH:14][C:15](=[O:21])[O:16][C:17]([CH3:18])([CH3:20])[CH3:19])[CH2:9]1)[C:2]1[CH:3]=[CH:4][CH:5]=[CH:6][CH:7]=1, predict the reactants needed to synthesize it. The reactants are: [CH2:1]([N:8]1[CH2:12][C@@H:11]([OH:13])[C@H:10]([NH:14][C:15](=[O:21])[O:16][C:17]([CH3:20])([CH3:19])[CH3:18])[CH2:9]1)[C:2]1[CH:7]=[CH:6][CH:5]=[CH:4][CH:3]=1.N1C=CN=C1.[C:27]([Si:31](Cl)([CH3:33])[CH3:32])([CH3:30])([CH3:29])[CH3:28]. (3) Given the product [CH3:15][C:12]1[CH:13]=[CH:14][C:2](/[CH:40]=[CH:39]/[C:38]([O:42][CH2:43][CH3:44])=[O:41])=[C:3]([CH2:4][N:5]2[N:9]=[N:8][C:7]([CH3:10])=[N:6]2)[CH:11]=1, predict the reactants needed to synthesize it. The reactants are: Br[C:2]1[CH:14]=[CH:13][C:12]([CH3:15])=[CH:11][C:3]=1[CH2:4][N:5]1[N:9]=[N:8][C:7]([CH3:10])=[N:6]1.C1(C)C=CC=CC=1P(C1C=CC=CC=1C)C1C=CC=CC=1C.[C:38]([O:42][CH2:43][CH3:44])(=[O:41])[CH:39]=[CH2:40].C(N(CC)CC)C. (4) Given the product [Br:1][C:2]1[CH:3]=[C:4]([CH:8]=[C:9]([C:11]([F:12])([F:13])[F:14])[CH:10]=1)[C:5]([O:7][CH3:15])=[O:6], predict the reactants needed to synthesize it. The reactants are: [Br:1][C:2]1[CH:3]=[C:4]([CH:8]=[C:9]([C:11]([F:14])([F:13])[F:12])[CH:10]=1)[C:5]([OH:7])=[O:6].[CH3:15]COCC. (5) Given the product [C:1]([O:5][C:6]([N:8]1[CH2:13][CH2:12][C:11]2[N:14]([CH3:25])[C:15]([C:17]3[C:22]([C:28]#[C:27][Si:29]([CH3:32])([CH3:31])[CH3:30])=[CH:21][N:20]=[C:19]([NH2:24])[N:18]=3)=[CH:16][C:10]=2[C:9]1=[O:26])=[O:7])([CH3:4])([CH3:3])[CH3:2], predict the reactants needed to synthesize it. The reactants are: [C:1]([O:5][C:6]([N:8]1[CH2:13][CH2:12][C:11]2[N:14]([CH3:25])[C:15]([C:17]3[C:22](I)=[CH:21][N:20]=[C:19]([NH2:24])[N:18]=3)=[CH:16][C:10]=2[C:9]1=[O:26])=[O:7])([CH3:4])([CH3:3])[CH3:2].[C:27]([Si:29]([CH3:32])([CH3:31])[CH3:30])#[CH:28]. (6) The reactants are: [NH:1]1[CH2:6][CH2:5][C:4]2([O:11][C:10]3[C:12]4[C:17]([C:18](=[O:21])[C:19](=[O:20])[C:9]=3[S:8][CH2:7]2)=[CH:16][CH:15]=[CH:14][CH:13]=4)[CH2:3][CH2:2]1.Br[CH2:23][CH2:24][O:25][C:26]1[CH:31]=[CH:30][C:29]([Cl:32])=[CH:28][CH:27]=1. Given the product [Cl:32][C:29]1[CH:30]=[CH:31][C:26]([O:25][CH2:24][CH2:23][N:1]2[CH2:2][CH2:3][C:4]3([O:11][C:10]4[C:12]5[C:17]([C:18](=[O:21])[C:19](=[O:20])[C:9]=4[S:8][CH2:7]3)=[CH:16][CH:15]=[CH:14][CH:13]=5)[CH2:5][CH2:6]2)=[CH:27][CH:28]=1, predict the reactants needed to synthesize it. (7) Given the product [Cl:16][C:17]1[CH:18]=[C:19]([NH:20][C:8]([C:4]2[C:5]([CH2:6][OH:7])=[N:1][O:2][N:3]=2)=[O:9])[CH:21]=[CH:22][C:23]=1[F:24], predict the reactants needed to synthesize it. The reactants are: [N:1]1[O:2][N:3]=[C:4]2[C:8](=[O:9])[O:7][CH2:6][C:5]=12.CN(C)C(=O)C.[Cl:16][C:17]1[CH:18]=[C:19]([CH:21]=[CH:22][C:23]=1[F:24])[NH2:20].